Predict the product of the given reaction. From a dataset of Forward reaction prediction with 1.9M reactions from USPTO patents (1976-2016). (1) The product is: [O:59]=[C:58]([N:60]1[CH2:61][CH2:62][N:63]([C:66](=[O:77])[C:67]2[CH:72]=[CH:71][CH:70]=[CH:69][C:68]=2[C:73]([F:76])([F:75])[F:74])[CH2:64][CH2:65]1)[CH2:57][NH:56][C:25]([CH:22]1[CH2:21][CH2:20][N:19]([CH2:18][CH2:17][CH2:16][C:10]2[CH:11]=[CH:12][CH:13]=[CH:14][CH:15]=2)[CH2:24][CH2:23]1)=[O:27]. Given the reactants CCN(C(C)C)C(C)C.[C:10]1([CH2:16][CH2:17][CH2:18][N:19]2[CH2:24][CH2:23][CH:22]([C:25]([OH:27])=O)[CH2:21][CH2:20]2)[CH:15]=[CH:14][CH:13]=[CH:12][CH:11]=1.C1C=CC2N(O)N=NC=2C=1.CCN=C=NCCCN(C)C.FC(F)(F)C(O)=O.[NH2:56][CH2:57][C:58]([N:60]1[CH2:65][CH2:64][N:63]([C:66](=[O:77])[C:67]2[CH:72]=[CH:71][CH:70]=[CH:69][C:68]=2[C:73]([F:76])([F:75])[F:74])[CH2:62][CH2:61]1)=[O:59], predict the reaction product. (2) Given the reactants [F:1][C:2]1[CH:3]=[C:4]([C:8]2[C:16]3[C:11](=[CH:12][CH:13]=[C:14]([CH2:17][O:18][C@H:19]4[CH2:23][CH2:22][O:21][CH2:20]4)[CH:15]=3)[N:10](C(C3C=CC=CC=3)(C3C=CC=CC=3)C3C=CC=CC=3)[N:9]=2)[CH:5]=[CH:6][CH:7]=1.C([SiH](C(C)C)C(C)C)(C)C.FC(F)(F)C(O)=O.C(OCC)(=O)C, predict the reaction product. The product is: [F:1][C:2]1[CH:3]=[C:4]([C:8]2[C:16]3[C:11](=[CH:12][CH:13]=[C:14]([CH2:17][O:18][C@H:19]4[CH2:23][CH2:22][O:21][CH2:20]4)[CH:15]=3)[NH:10][N:9]=2)[CH:5]=[CH:6][CH:7]=1. (3) The product is: [Br:1][C:2]1[C:8]([CH3:7])=[C:10]([NH:11][CH:12]2[CH2:4][CH2:3][CH2:2][CH2:8][CH2:7]2)[CH:6]=[CH:4][CH:3]=1. Given the reactants [Br:1][C:2]1[C:3](C)=[C:4]([CH:6]=[CH:7][CH:8]=1)N.[CH3:10][NH:11][CH3:12], predict the reaction product. (4) Given the reactants [CH2:1]([Li])CCC.[N:6]1([C:14]([O:16][C:17]([CH3:20])([CH3:19])[CH3:18])=[O:15])[CH2:9][CH:8]([C:10]([O:12][CH3:13])=[O:11])[CH2:7]1.IC, predict the reaction product. The product is: [CH3:1][C:8]1([C:10]([O:12][CH3:13])=[O:11])[CH2:9][N:6]([C:14]([O:16][C:17]([CH3:20])([CH3:19])[CH3:18])=[O:15])[CH2:7]1. (5) Given the reactants [Si]([O:8][CH2:9][CH2:10][O:11][CH2:12][CH:13]1[CH2:18][CH2:17][N:16]([C:19]([O:21][CH2:22][C:23]2[CH:28]=[CH:27][CH:26]=[CH:25][CH:24]=2)=[O:20])[CH2:15][CH2:14]1)(C(C)(C)C)(C)C.[F-].C([N+](CCCC)(CCCC)CCCC)CCC, predict the reaction product. The product is: [OH:8][CH2:9][CH2:10][O:11][CH2:12][CH:13]1[CH2:18][CH2:17][N:16]([C:19]([O:21][CH2:22][C:23]2[CH:28]=[CH:27][CH:26]=[CH:25][CH:24]=2)=[O:20])[CH2:15][CH2:14]1. (6) The product is: [C:21]([O:25][C:26]([CH:28]1[CH2:32][CH:31]([O:20][C:7]2[C:6]3[C:11](=[C:12]([CH3:13])[C:3]([O:2][CH3:1])=[CH:4][CH:5]=3)[N:10]=[C:9]([C:14]3[CH:15]=[CH:16][CH:17]=[CH:18][CH:19]=3)[N:8]=2)[CH2:30][CH:29]1[C:34](=[O:46])[NH:35][C:36]1([C:41]([O:43][CH2:44][CH3:45])=[O:42])[CH2:38][CH:37]1[CH:39]=[CH2:40])=[O:27])([CH3:24])([CH3:22])[CH3:23]. Given the reactants [CH3:1][O:2][C:3]1[C:12]([CH3:13])=[C:11]2[C:6]([C:7]([OH:20])=[N:8][C:9]([C:14]3[CH:19]=[CH:18][CH:17]=[CH:16][CH:15]=3)=[N:10]2)=[CH:5][CH:4]=1.[C:21]([O:25][C:26]([C@@H:28]1[CH2:32][C@@H:31](O)[CH2:30][C@H:29]1[C:34](=[O:46])[NH:35][C@:36]1([C:41]([O:43][CH2:44][CH3:45])=[O:42])[CH2:38][C@H:37]1[CH:39]=[CH2:40])=[O:27])([CH3:24])([CH3:23])[CH3:22], predict the reaction product. (7) Given the reactants [C:1]1([C:3](=[CH:5][CH:6]=[CH:7][CH:8]=1)[OH:4])[OH:2].C(=O)([O-])[O-].[K+].[K+].Cl[CH2:16][C:17]([CH2:19]Cl)=[CH2:18], predict the reaction product. The product is: [CH2:16]=[C:17]1[CH2:19][O:4][C:3]2[CH:5]=[CH:6][CH:7]=[CH:8][C:1]=2[O:2][CH2:18]1. (8) Given the reactants C1(N2[C:12](=[O:13])[C:11]3[S:14][CH:15]=[C:16]([C:17]4[CH:22]=[CH:21][CH:20]=[CH:19][CH:18]=4)[C:10]=3[N:9]=[CH:8]2)C=CC=CC=1.NC1C(C2C=CC=CC=2)=CSC=1C(OC)=O.C(OCC)(OCC)OCC.[CH3:49][O:50][C:51]1[CH:52]=[C:53]([CH:55]=[C:56]([O:58][CH3:59])[CH:57]=1)[NH2:54], predict the reaction product. The product is: [CH3:59][O:58][C:56]1[CH:55]=[C:53]([N:54]2[C:12](=[O:13])[C:11]3[S:14][CH:15]=[C:16]([C:17]4[CH:22]=[CH:21][CH:20]=[CH:19][CH:18]=4)[C:10]=3[N:9]=[CH:8]2)[CH:52]=[C:51]([O:50][CH3:49])[CH:57]=1.